This data is from Peptide-MHC class II binding affinity with 134,281 pairs from IEDB. The task is: Regression. Given a peptide amino acid sequence and an MHC pseudo amino acid sequence, predict their binding affinity value. This is MHC class II binding data. (1) The peptide sequence is WTNTPTKWDNSFLEI. The MHC is DRB4_0101 with pseudo-sequence DRB4_0103. The binding affinity (normalized) is 0.182. (2) The peptide sequence is PDTTCSEIEEFRDRA. The MHC is DRB1_1101 with pseudo-sequence DRB1_1101. The binding affinity (normalized) is 0.0921. (3) The peptide sequence is TGGLVQQTSQWLSNL. The MHC is DRB1_0101 with pseudo-sequence DRB1_0101. The binding affinity (normalized) is 0.507. (4) The peptide sequence is GHLQIVDKIDAAFKI. The MHC is DRB3_0202 with pseudo-sequence DRB3_0202. The binding affinity (normalized) is 0.144. (5) The peptide sequence is TKPSLFKVRNGGEIG. The MHC is HLA-DQA10601-DQB10402 with pseudo-sequence HLA-DQA10601-DQB10402. The binding affinity (normalized) is 0.851. (6) The peptide sequence is ENPVVHLFKNIVTPR. The MHC is DRB1_1501 with pseudo-sequence DRB1_1501. The binding affinity (normalized) is 0.813. (7) The peptide sequence is TEDDFKNIAAAGLNHV. The MHC is DRB1_0301 with pseudo-sequence DRB1_0301. The binding affinity (normalized) is 0. (8) The peptide sequence is TVGTKTFLVHREWFM. The MHC is DRB1_1101 with pseudo-sequence DRB1_1101. The binding affinity (normalized) is 0.577. (9) The peptide sequence is ERKLHQQGRCRTCVY. The MHC is DRB3_0202 with pseudo-sequence DRB3_0202. The binding affinity (normalized) is 0. (10) The peptide sequence is AFKVAATAANAAPAP. The MHC is DRB1_0802 with pseudo-sequence DRB1_0802. The binding affinity (normalized) is 0.741.